Predict the reactants needed to synthesize the given product. From a dataset of Retrosynthesis with 50K atom-mapped reactions and 10 reaction types from USPTO. (1) Given the product COc1ccc(Nc2ncc(C(C)NC(=O)c3ccoc3)nn2)cc1, predict the reactants needed to synthesize it. The reactants are: COc1ccc(Nc2ncc(C(C)NC(=O)c3ccsc3)nn2)cc1.O=C(O)c1ccoc1. (2) Given the product CCOc1ccccc1C1(NC(=O)Oc2ccccc2)C(=O)Nc2ccc(OC)cc21, predict the reactants needed to synthesize it. The reactants are: CCOc1ccccc1C1(N)C(=O)Nc2ccc(OC)cc21.O=C(Cl)Oc1ccccc1.